This data is from CYP1A2 inhibition data for predicting drug metabolism from PubChem BioAssay. The task is: Regression/Classification. Given a drug SMILES string, predict its absorption, distribution, metabolism, or excretion properties. Task type varies by dataset: regression for continuous measurements (e.g., permeability, clearance, half-life) or binary classification for categorical outcomes (e.g., BBB penetration, CYP inhibition). Dataset: cyp1a2_veith. (1) The result is 1 (inhibitor). The molecule is CC(C)OC(=O)CN1CCN(C2c3ccccc3-c3ccccc32)CC1. (2) The compound is CN1CCC2=C[C@H](O)[C@@H]3OC(=O)c4cc5c(cc4[C@H]3[C@H]21)OCO5. The result is 0 (non-inhibitor).